The task is: Predict the reactants needed to synthesize the given product.. This data is from Full USPTO retrosynthesis dataset with 1.9M reactions from patents (1976-2016). (1) Given the product [CH3:1][O:2][C:3](=[O:12])[C:4]1[CH:9]=[CH:8][CH:7]=[C:6]([O:10][C:20]2[CH:21]=[CH:22][C:17]([C:13]([CH3:16])([CH3:15])[CH3:14])=[CH:18][CH:19]=2)[C:5]=1[CH3:11], predict the reactants needed to synthesize it. The reactants are: [CH3:1][O:2][C:3](=[O:12])[C:4]1[CH:9]=[CH:8][CH:7]=[C:6]([OH:10])[C:5]=1[CH3:11].[C:13]([C:17]1[CH:22]=[CH:21][C:20](B(O)O)=[CH:19][CH:18]=1)([CH3:16])([CH3:15])[CH3:14].CCN(CC)CC. (2) Given the product [CH:34]([O:37][C:38]1[CH:43]=[CH:42][CH:41]=[CH:40][C:39]=1[N:44]1[CH2:50][CH2:49][CH2:48][N:47]([CH2:51][CH2:16][CH2:17][CH2:18][O:19][C:20]2[CH:29]=[C:28]3[C:23]([CH:24]=[CH:25][C:26](=[O:30])[NH:27]3)=[CH:22][CH:21]=2)[CH2:46][CH2:45]1)([CH3:36])[CH3:35], predict the reactants needed to synthesize it. The reactants are: ClC1C(Cl)=CC=CC=1N1CCCN([CH2:16][CH2:17][CH2:18][O:19][C:20]2[CH:29]=[C:28]3[C:23]([CH:24]=[CH:25][C:26](=[O:30])[NH:27]3)=[CH:22][CH:21]=2)CC1.[Na+].[I-].Cl.[CH:34]([O:37][C:38]1[CH:43]=[CH:42][CH:41]=[CH:40][C:39]=1[N:44]1[CH2:50][CH2:49][CH2:48][NH:47][CH2:46][CH2:45]1)([CH3:36])[CH3:35].[C:51]([O-])([O-])=O.[K+].[K+]. (3) Given the product [CH3:1][C:2]1([CH3:23])[CH2:6][N:5]([CH2:30][C:29]2[CH:28]=[CH:27][C:26]([C:25]([F:24])([F:34])[F:35])=[CH:33][CH:32]=2)[C@@H:4]([C:7]([NH:9][C:10]2([C:13]3[CH:14]=[CH:15][C:16]([C:17]([O:19][CH3:20])=[O:18])=[CH:21][CH:22]=3)[CH2:12][CH2:11]2)=[O:8])[CH2:3]1, predict the reactants needed to synthesize it. The reactants are: [CH3:1][C:2]1([CH3:23])[CH2:6][NH:5][C@@H:4]([C:7]([NH:9][C:10]2([C:13]3[CH:22]=[CH:21][C:16]([C:17]([O:19][CH3:20])=[O:18])=[CH:15][CH:14]=3)[CH2:12][CH2:11]2)=[O:8])[CH2:3]1.[F:24][C:25]([F:35])([F:34])[C:26]1[CH:33]=[CH:32][C:29]([CH2:30]Br)=[CH:28][CH:27]=1.C([O-])([O-])=O.[Cs+].[Cs+]. (4) The reactants are: [CH3:1][C:2]1([C:7]2[O:11][C:10]([CH2:12][N:13]3[CH:17]=[CH:16][C:15]([NH2:18])=[N:14]3)=[CH:9][CH:8]=2)[O:6]CCO1.[CH3:19][C:20]1[O:21][C:22]([C:28]2[CH:33]=[CH:32][CH:31]=[C:30]([O:34][C:35]([F:38])([F:37])[F:36])[CH:29]=2)=[C:23]([C:25](O)=[O:26])[N:24]=1. Given the product [C:2]([C:7]1[O:11][C:10]([CH2:12][N:13]2[CH:17]=[CH:16][C:15]([NH:18][C:25]([C:23]3[N:24]=[C:20]([CH3:19])[O:21][C:22]=3[C:28]3[CH:33]=[CH:32][CH:31]=[C:30]([O:34][C:35]([F:37])([F:36])[F:38])[CH:29]=3)=[O:26])=[N:14]2)=[CH:9][CH:8]=1)(=[O:6])[CH3:1], predict the reactants needed to synthesize it. (5) Given the product [C:1]([C@@H:4]1[CH2:9][N:8]2[CH2:10][CH2:11][CH2:12][C@@H:7]2[CH2:6][N:5]1[C:13]([O:15][C:16]([CH3:19])([CH3:18])[CH3:17])=[O:14])(=[S:29])[NH2:2], predict the reactants needed to synthesize it. The reactants are: [C:1]([C@@H:4]1[CH2:9][N:8]2[CH2:10][CH2:11][CH2:12][C@@H:7]2[CH2:6][N:5]1[C:13]([O:15][C:16]([CH3:19])([CH3:18])[CH3:17])=[O:14])(=O)[NH2:2].COC1C=CC(P2(=S)SP(=S)(C3C=CC(OC)=CC=3)[S:29]2)=CC=1. (6) Given the product [ClH:28].[O:25]=[C:14]1[C:11]2([CH2:12][CH2:13][NH:8][CH2:9][CH2:10]2)[C:21]2[C:16](=[CH:17][CH:18]=[C:19]([C:22]([O:24][CH3:30])=[O:23])[CH:20]=2)[NH:15]1, predict the reactants needed to synthesize it. The reactants are: C(OC([N:8]1[CH2:13][CH2:12][C:11]2([C:21]3[C:16](=[CH:17][CH:18]=[C:19]([C:22]([OH:24])=[O:23])[CH:20]=3)[NH:15][C:14]2=[O:25])[CH2:10][CH2:9]1)=O)(C)(C)C.O=S(Cl)[Cl:28].[CH3:30]O.